From a dataset of Full USPTO retrosynthesis dataset with 1.9M reactions from patents (1976-2016). Predict the reactants needed to synthesize the given product. (1) Given the product [Cl:16][C:17]1[CH:18]=[C:19]([C:24]([OH:29])([C:25]([F:26])([F:27])[F:28])[CH2:2][C:1]([C:4]2[CH:14]=[CH:13][C:7]([C:8]([O:10][CH2:11][CH3:12])=[O:9])=[C:6]([CH3:15])[CH:5]=2)=[O:3])[CH:20]=[C:21]([Cl:23])[CH:22]=1, predict the reactants needed to synthesize it. The reactants are: [C:1]([C:4]1[CH:14]=[CH:13][C:7]([C:8]([O:10][CH2:11][CH3:12])=[O:9])=[C:6]([CH3:15])[CH:5]=1)(=[O:3])[CH3:2].[Cl:16][C:17]1[CH:18]=[C:19]([C:24](=[O:29])[C:25]([F:28])([F:27])[F:26])[CH:20]=[C:21]([Cl:23])[CH:22]=1.C(N(CC)CC)C. (2) Given the product [CH3:1][C:2]([N:11]1[CH:15]=[C:14]([NH:16][C:17](=[O:23])[CH:18]([NH:22][C:33](=[O:34])[CH2:32][C:28]2[CH:29]=[CH:30][CH:31]=[C:26]([C:25]([F:36])([F:24])[F:37])[CH:27]=2)[CH2:19][CH2:20][CH3:21])[N:13]=[CH:12]1)([CH3:10])[CH2:3][N:4]1[CH2:5][CH2:6][O:7][CH2:8][CH2:9]1, predict the reactants needed to synthesize it. The reactants are: [CH3:1][C:2]([N:11]1[CH:15]=[C:14]([NH:16][C:17](=[O:23])[CH:18]([NH2:22])[CH2:19][CH2:20][CH3:21])[N:13]=[CH:12]1)([CH3:10])[CH2:3][N:4]1[CH2:9][CH2:8][O:7][CH2:6][CH2:5]1.[F:24][C:25]([F:37])([F:36])[C:26]1[CH:27]=[C:28]([CH2:32][C:33](O)=[O:34])[CH:29]=[CH:30][CH:31]=1. (3) Given the product [Br:1][CH:26]1[C:25]2[C:29](=[CH:30][CH:31]=[C:23]([O:22][CH3:21])[CH:24]=2)[C:28](=[O:32])[CH2:27]1, predict the reactants needed to synthesize it. The reactants are: [Br:1]N1C(=O)CCC1=O.N(C(C)(C)C#N)=NC(C)(C)C#N.[CH3:21][O:22][C:23]1[CH:24]=[C:25]2[C:29](=[CH:30][CH:31]=1)[C:28](=[O:32])[CH2:27][CH2:26]2. (4) Given the product [Cl:20][C:15]1[CH:14]=[C:13]([O:12][C:9]2[CH:8]=[CH:7][C:6]([CH2:5][CH2:4][O:3][C:1]3[NH:2][CH:25]=[C:24]([CH2:29][C:30]4[CH:31]=[N:32][N:33]([CH3:35])[CH:34]=4)[C:22](=[O:23])[N:21]=3)=[CH:11][CH:10]=2)[CH:18]=[CH:17][C:16]=1[CH3:19], predict the reactants needed to synthesize it. The reactants are: [C:1](=[NH:21])([O:3][CH2:4][CH2:5][C:6]1[CH:11]=[CH:10][C:9]([O:12][C:13]2[CH:18]=[CH:17][C:16]([CH3:19])=[C:15]([Cl:20])[CH:14]=2)=[CH:8][CH:7]=1)[NH2:2].[CH:22]([CH:24]([CH2:29][C:30]1[CH:31]=[N:32][N:33]([CH3:35])[CH:34]=1)[C:25](OC)=O)=[O:23].C([O-])([O-])=O.[K+].[K+]. (5) Given the product [Cl:25][CH2:26][CH2:27][CH2:28][CH2:29][CH:10]([C:7]1[CH:6]=[CH:5][C:4]([O:3][CH:2]([F:14])[F:1])=[CH:9][CH:8]=1)[C:11]([OH:13])=[O:12], predict the reactants needed to synthesize it. The reactants are: [F:1][CH:2]([F:14])[O:3][C:4]1[CH:9]=[CH:8][C:7]([CH2:10][C:11]([OH:13])=[O:12])=[CH:6][CH:5]=1.C[Si]([N-][Si](C)(C)C)(C)C.[Na+].[Cl:25][CH2:26][CH2:27][CH2:28][CH2:29]I.